This data is from Reaction yield outcomes from USPTO patents with 853,638 reactions. The task is: Predict the reaction yield, written as a fraction of the theoretical maximum amount of product (1.0 means a 100% yield; for example, 0.34 means a 34% yield). (1) The reactants are Br[C:2]1[CH:14]=[CH:13][C:12]2[C:11]3[C:6](=[CH:7][C:8]([Br:15])=[CH:9][CH:10]=3)[C:5](=[O:16])[C:4]=2[CH:3]=1.[C:17]([Cu])#[N:18].CN(C)C=O. The catalyst is C(Cl)Cl. The product is [Br:15][C:8]1[CH:7]=[C:6]2[C:11]([C:12]3[CH:13]=[CH:14][C:2]([C:17]#[N:18])=[CH:3][C:4]=3[C:5]2=[O:16])=[CH:10][CH:9]=1. The yield is 0.830. (2) The reactants are S(=O)(=O)(O)[OH:2].[Cl:6][C:7]1[CH:12]=[CH:11][C:10]([S:13][CH2:14][C:15]2[CH:20]=[C:19]([F:21])[CH:18]=[CH:17][C:16]=2[F:22])=[CH:9][CH:8]=1.OO.[OH2:25]. The catalyst is CCCCCCCC[N+](CCCCCCCC)(CCCCCCCC)C.[Cl-].C1(C)C=CC=CC=1.O.O.[O-][W]([O-])(=O)=O.[Na+].[Na+]. The product is [Cl:6][C:7]1[CH:12]=[CH:11][C:10]([S:13]([CH2:14][C:15]2[CH:20]=[C:19]([F:21])[CH:18]=[CH:17][C:16]=2[F:22])(=[O:2])=[O:25])=[CH:9][CH:8]=1. The yield is 0.960. (3) The reactants are [CH:1]([N:14]1[CH2:17][CH:16]([C:18](O)=[O:19])[CH2:15]1)([C:8]1[CH:13]=[CH:12][CH:11]=[CH:10][CH:9]=1)[C:2]1[CH:7]=[CH:6][CH:5]=[CH:4][CH:3]=1.C(N(CC)CC)C.C(Cl)(=O)OCC. The catalyst is O1CCCC1. The product is [CH:1]([N:14]1[CH2:17][CH:16]([CH2:18][OH:19])[CH2:15]1)([C:8]1[CH:13]=[CH:12][CH:11]=[CH:10][CH:9]=1)[C:2]1[CH:3]=[CH:4][CH:5]=[CH:6][CH:7]=1. The yield is 0.540. (4) The reactants are [NH2:1][C:2]1[N:6]([CH3:7])[C:5]([SH:8])=[N:4][C:3]=1[C:9]([NH2:11])=[O:10].Br[C:13]1[C:21]([S:22]([CH3:25])(=[O:24])=[O:23])=[CH:20][C:16]2[O:17][CH2:18][O:19][C:15]=2[CH:14]=1. The catalyst is CCOCC. The product is [NH2:1][C:2]1[N:6]([CH3:7])[C:5]([S:8][C:13]2[C:21]([S:22]([CH3:25])(=[O:23])=[O:24])=[CH:20][C:16]3[O:17][CH2:18][O:19][C:15]=3[CH:14]=2)=[N:4][C:3]=1[C:9]([NH2:11])=[O:10]. The yield is 0.300. (5) The reactants are [CH3:1][O:2][CH2:3][CH2:4][CH2:5][CH2:6][CH2:7][CH2:8][CH2:9][CH2:10][CH2:11][OH:12].C([O-])(=O)C.[Na+].[Cr](O[Cr]([O-])(=O)=O)([O-])(=O)=O.[NH+]1C=CC=CC=1.[NH+]1C=CC=CC=1. The catalyst is ClCCl. The product is [CH3:1][O:2][CH2:3][CH2:4][CH2:5][CH2:6][CH2:7][CH2:8][CH2:9][CH2:10][CH:11]=[O:12]. The yield is 0.544.